This data is from Reaction yield outcomes from USPTO patents with 853,638 reactions. The task is: Predict the reaction yield, written as a fraction of the theoretical maximum amount of product (1.0 means a 100% yield; for example, 0.34 means a 34% yield). The reactants are [C:1]1([C:11]#[C:12][CH2:13][OH:14])[C:10]2[C:5](=[CH:6][CH:7]=[CH:8][CH:9]=2)[CH:4]=[CH:3][CH:2]=1.C[N+]1([O-])CCOCC1. The catalyst is ClCCl.[Ru]([O-])(=O)(=O)=O.C([N+](CCC)(CCC)CCC)CC. The product is [C:1]1([C:11]#[C:12][CH:13]=[O:14])[C:10]2[C:5](=[CH:6][CH:7]=[CH:8][CH:9]=2)[CH:4]=[CH:3][CH:2]=1. The yield is 0.820.